Dataset: hERG potassium channel inhibition data for cardiac toxicity prediction from Karim et al.. Task: Regression/Classification. Given a drug SMILES string, predict its toxicity properties. Task type varies by dataset: regression for continuous values (e.g., LD50, hERG inhibition percentage) or binary classification for toxic/non-toxic outcomes (e.g., AMES mutagenicity, cardiotoxicity, hepatotoxicity). Dataset: herg_karim. (1) The compound is CCOC1COCCC1NC1CCC(C(=O)N2CCN(c3cc(C(F)(F)F)ccn3)CC2)(C(C)C)C1. The result is 1 (blocker). (2) The molecule is CCN(C(=O)Cc1ccc(S(C)(=O)=O)cc1)C1CCN(CC[C@@H](c2ccccc2)C2CCN(S(C)(=O)=O)CC2)CC1. The result is 0 (non-blocker).